This data is from Full USPTO retrosynthesis dataset with 1.9M reactions from patents (1976-2016). The task is: Predict the reactants needed to synthesize the given product. (1) Given the product [C:15]([O:14][C:12]1[CH:11]=[C:7]([CH:6]=[C:5]([O:4][CH2:1][CH:2]=[CH2:3])[CH:13]=1)[C:8]([OH:10])=[O:9])(=[O:17])[CH3:16], predict the reactants needed to synthesize it. The reactants are: [CH2:1]([O:4][C:5]1[CH:6]=[C:7]([CH:11]=[C:12]([OH:14])[CH:13]=1)[C:8]([OH:10])=[O:9])[CH:2]=[CH2:3].[C:15](Cl)(=[O:17])[CH3:16]. (2) Given the product [Cl:8][C:4]1[N:3]=[C:2]([NH:17][CH2:16][CH:13]2[CH2:14][CH2:15][O:10][CH2:11][CH2:12]2)[CH:7]=[N:6][CH:5]=1, predict the reactants needed to synthesize it. The reactants are: Cl[C:2]1[CH:7]=[N:6][CH:5]=[C:4]([Cl:8])[N:3]=1.Cl.[O:10]1[CH2:15][CH2:14][CH:13]([CH2:16][NH2:17])[CH2:12][CH2:11]1.C(N(CC)CC)C. (3) Given the product [Si:1]([O:8][C@H:9]1[CH2:14][CH2:13][C@H:12]2[C@H:15]3[C@H:25]([CH2:26][CH2:27][C@:10]12[CH3:11])[C@:23]1([CH3:24])[C@H:18]([CH2:19][C:20](=[O:28])[CH2:21][CH2:22]1)[CH2:17][C@H:16]3[CH2:29][CH2:30][CH2:31][C:32]1[CH:37]=[C:36]([O:38][CH2:60][CH2:59][CH2:58][C:57]([O:56][CH2:49][C:50]2[CH:51]=[CH:52][CH:53]=[CH:54][CH:55]=2)=[O:62])[CH:35]=[C:34]([O:39][CH2:40][C:41]2[CH:42]=[CH:43][CH:44]=[CH:45][CH:46]=2)[CH:33]=1)([C:4]([CH3:5])([CH3:6])[CH3:7])([CH3:3])[CH3:2], predict the reactants needed to synthesize it. The reactants are: [Si:1]([O:8][C@H:9]1[CH2:14][CH2:13][C@H:12]2[C@H:15]3[C@H:25]([CH2:26][CH2:27][C@:10]12[CH3:11])[C@:23]1([CH3:24])[C@H:18]([CH2:19][C:20](=[O:28])[CH2:21][CH2:22]1)[CH2:17][C@H:16]3[CH2:29][CH2:30][CH2:31][C:32]1[CH:37]=[C:36]([OH:38])[CH:35]=[C:34]([O:39][CH2:40][C:41]2[CH:46]=[CH:45][CH:44]=[CH:43][CH:42]=2)[CH:33]=1)([C:4]([CH3:7])([CH3:6])[CH3:5])([CH3:3])[CH3:2].[H-].[Na+].[CH2:49]([O:56][C:57](=[O:62])[CH2:58][CH2:59][CH2:60]Br)[C:50]1[CH:55]=[CH:54][CH:53]=[CH:52][CH:51]=1.O. (4) Given the product [OH:13][C:11]([C@H:14]1[CH2:19][CH2:18][C@H:17]([C:20]([O:22][CH2:23][CH2:24][CH2:25][CH3:26])=[O:21])[CH2:16][CH2:15]1)([C:2]1[S:1][CH:5]=[CH:4][N:3]=1)[CH3:12], predict the reactants needed to synthesize it. The reactants are: [S:1]1[CH:5]=[CH:4][N:3]=[CH:2]1.[Li+].CCC[CH2-].[C:11]([C@H:14]1[CH2:19][CH2:18][C@H:17]([C:20]([O:22][CH2:23][CH2:24][CH2:25][CH3:26])=[O:21])[CH2:16][CH2:15]1)(=[O:13])[CH3:12].CCOC(C)=O.